This data is from Experimentally validated miRNA-target interactions with 360,000+ pairs, plus equal number of negative samples. The task is: Binary Classification. Given a miRNA mature sequence and a target amino acid sequence, predict their likelihood of interaction. The miRNA is hsa-miR-4280 with sequence GAGUGUAGUUCUGAGCAGAGC. The protein sequence of the target gene is MKVELCSFSGYKIYPGHGRRYARTDGKVFQFLNAKCESAFLSKRNPRQINWTVLYRRKHKKGQSEEIQKKRTRRAVKFQRAITGASLADIMAKRNQKPEVRKAQREQAIRAAKEAKKAKQASKKTAMAAAKAPTKAAPKQKIVKPVKVSAPRVGGKR. Result: 0 (no interaction).